Dataset: Catalyst prediction with 721,799 reactions and 888 catalyst types from USPTO. Task: Predict which catalyst facilitates the given reaction. (1) Product: [CH:24]([N:4]1[C:5]2=[CH:6][C:7]3[CH2:13][CH2:12][N:11]([C:14]([O:16][C:17]([CH3:18])([CH3:19])[CH3:20])=[O:15])[CH2:10][CH2:9][C:8]=3[CH:21]=[C:22]2[O:23][CH:2]([CH3:1])[CH2:3]1)([CH3:26])[CH3:25]. The catalyst class is: 3. Reactant: [CH3:1][CH:2]1[O:23][C:22]2[C:5](=[CH:6][C:7]3[CH2:13][CH2:12][N:11]([C:14]([O:16][C:17]([CH3:20])([CH3:19])[CH3:18])=[O:15])[CH2:10][CH2:9][C:8]=3[CH:21]=2)[NH:4][CH2:3]1.[CH:24](I)([CH3:26])[CH3:25].C(N(C(C)C)CC)(C)C.O. (2) Reactant: [CH2:1]([O:8][C:9]1[CH:38]=[CH:37][C:12]2[C:13]3[N:17]([CH2:18][CH2:19][C:20](=[O:21])[C:11]=2[CH:10]=1)[C:16]1[N:22]=[C:23]([C:26]([O:28]CC)=[O:27])[CH:24]=[CH:25][C:15]=1[C:14]=3[CH:31]1[CH2:36][CH2:35][CH2:34][CH2:33][CH2:32]1)[C:2]1[CH:7]=[CH:6][CH:5]=[CH:4][CH:3]=1.[OH-].[Na+].Cl. Product: [CH2:1]([O:8][C:9]1[CH:38]=[CH:37][C:12]2[C:13]3[N:17]([CH2:18][CH2:19][C:20](=[O:21])[C:11]=2[CH:10]=1)[C:16]1[N:22]=[C:23]([C:26]([OH:28])=[O:27])[CH:24]=[CH:25][C:15]=1[C:14]=3[CH:31]1[CH2:36][CH2:35][CH2:34][CH2:33][CH2:32]1)[C:2]1[CH:3]=[CH:4][CH:5]=[CH:6][CH:7]=1. The catalyst class is: 83. (3) Reactant: [OH:1][CH2:2][CH2:3][NH:4][C:5]1[N:6]=[C:7]([N:38]2[CH2:43][CH2:42][O:41][CH2:40][CH2:39]2)[C:8]2[C:13]([C:14]3[CH:19]=[CH:18][CH:17]=[CH:16][CH:15]=3)=[C:12]([C:20]3[CH:25]=[CH:24][C:23]([C:26]4([NH:30]C(=O)OC(C)(C)C)[CH2:29][CH2:28][CH2:27]4)=[CH:22][CH:21]=3)[O:11][C:9]=2[N:10]=1.[ClH:44].O1CCOCC1.C(OCC)C. Product: [ClH:44].[NH2:30][C:26]1([C:23]2[CH:24]=[CH:25][C:20]([C:12]3[O:11][C:9]4[N:10]=[C:5]([NH:4][CH2:3][CH2:2][OH:1])[N:6]=[C:7]([N:38]5[CH2:43][CH2:42][O:41][CH2:40][CH2:39]5)[C:8]=4[C:13]=3[C:14]3[CH:15]=[CH:16][CH:17]=[CH:18][CH:19]=3)=[CH:21][CH:22]=2)[CH2:29][CH2:28][CH2:27]1. The catalyst class is: 1. (4) Reactant: [CH:1]1[C:14]2[N:13]([CH2:15][CH2:16][CH2:17][CH2:18][OH:19])[C:12]3[C:7](=[CH:8][CH:9]=[CH:10][CH:11]=3)S[C:5]=2[CH:4]=[CH:3][CH:2]=1.N=CCCC(CC1C=CC=CC=1)(CC1C=CC=CC=1)O.S(Cl)(Cl)=O. Product: [C:12]1([N:13]([C:14]2[CH:1]=[CH:2][CH:3]=[CH:4][CH:5]=2)[CH2:15][CH2:16][CH2:17][CH2:18][OH:19])[CH:11]=[CH:10][CH:9]=[CH:8][CH:7]=1. The catalyst class is: 48. (5) Reactant: [OH:1][C:2]1[CH:10]=[C:9]2[C:5]([CH:6]=[N:7][N:8]2[CH2:11][C@@H:12]([NH:14][C:15](=[O:24])[O:16][CH2:17][C:18]2[CH:23]=[CH:22][CH:21]=[CH:20][CH:19]=2)[CH3:13])=[CH:4][CH:3]=1.C(=O)([O-])[O-].[K+].[K+].[CH2:31](Br)[C:32]#[CH:33]. Product: [CH3:13][C@H:12]([NH:14][C:15](=[O:24])[O:16][CH2:17][C:18]1[CH:23]=[CH:22][CH:21]=[CH:20][CH:19]=1)[CH2:11][N:8]1[C:9]2[C:5](=[CH:4][CH:3]=[C:2]([O:1][CH2:33][C:32]#[CH:31])[CH:10]=2)[CH:6]=[N:7]1. The catalyst class is: 21. (6) Reactant: C([O:8][C:9]1[CH:10]=[C:11]([CH:44]=[CH:45][C:46]=1[O:47]CC1C=CC=CC=1)[CH2:12][NH:13][C:14](=[O:43])[CH2:15][CH2:16][C:17]([NH:19][CH2:20][C:21]1[CH:26]=[CH:25][C:24]([O:27]CC2C=CC=CC=2)=[C:23]([O:35]CC2C=CC=CC=2)[CH:22]=1)=[O:18])C1C=CC=CC=1.[H][H]. Product: [OH:8][C:9]1[CH:10]=[C:11]([CH:44]=[CH:45][C:46]=1[OH:47])[CH2:12][NH:13][C:14](=[O:43])[CH2:15][CH2:16][C:17]([NH:19][CH2:20][C:21]1[CH:26]=[CH:25][C:24]([OH:27])=[C:23]([OH:35])[CH:22]=1)=[O:18]. The catalyst class is: 123.